Task: Predict the product of the given reaction.. Dataset: Forward reaction prediction with 1.9M reactions from USPTO patents (1976-2016) (1) Given the reactants [CH3:1][O:2][C:3](=[O:15])[C:4]1[CH:9]=[C:8]([N+:10]([O-:12])=[O:11])[C:7]([NH:13][NH2:14])=[N:6][CH:5]=1.[C:16](OC)(OC)(OC)[CH3:17], predict the reaction product. The product is: [CH3:1][O:2][C:3]([C:4]1[CH:9]=[C:8]([N+:10]([O-:12])=[O:11])[C:7]2[N:6]([C:16]([CH3:17])=[N:14][N:13]=2)[CH:5]=1)=[O:15]. (2) Given the reactants [NH:1](C(OC(C)(C)C)=O)[CH2:2][C:3]([NH:5][CH2:6][C:7]([NH:9][C@H:10]([C:15]([OH:17])=[O:16])[CH2:11][CH:12]([CH3:14])[CH3:13])=[O:8])=[O:4].[CH3:25][N:26]1[C@@H:43]2[CH2:44][C:31]3[CH:32]=[CH:33][C:34]([O:45][CH3:46])=[C:35]4[O:36][C@H:37]5[C:38]([CH2:40][CH2:41][C@@H:42]2[C@:29]5([C:30]=34)[CH2:28][CH2:27]1)=[O:39].Cl, predict the reaction product. The product is: [CH3:14][CH:12]([CH2:11][C@H:10]([NH:9][C:7]([CH2:6][NH:5][C:3]([CH2:2][NH2:1])=[O:4])=[O:8])[C:15]([OH:17])=[O:16])[CH3:13].[CH3:25][N:26]1[C@@H:43]2[CH2:44][C:31]3[CH:32]=[CH:33][C:34]([O:45][CH3:46])=[C:35]4[O:36][C@H:37]5[C:38]([CH2:40][CH2:41][C@@H:42]2[C@:29]5([C:30]=34)[CH2:28][CH2:27]1)=[O:39]. (3) The product is: [CH3:1][O:2][C:3]([C:5]1[CH:6]=[C:7]([Cl:24])[CH:8]=[C:9]2[C:14]=1[NH:13][CH:12]([C:15]1[CH:16]=[C:17]([C:32]3[CH:33]=[CH:34][C:29]([C:25]([CH3:28])([CH3:27])[CH3:26])=[CH:30][CH:31]=3)[CH:18]=[CH:19][CH:20]=1)[C:11]([CH3:23])([CH3:22])[CH2:10]2)=[O:4]. Given the reactants [CH3:1][O:2][C:3]([C:5]1[CH:6]=[C:7]([Cl:24])[CH:8]=[C:9]2[C:14]=1[NH:13][CH:12]([C:15]1[CH:20]=[CH:19][CH:18]=[C:17](Br)[CH:16]=1)[C:11]([CH3:23])([CH3:22])[CH2:10]2)=[O:4].[C:25]([C:29]1[CH:34]=[CH:33][C:32](B(O)O)=[CH:31][CH:30]=1)([CH3:28])([CH3:27])[CH3:26].C(=O)([O-])[O-].[Na+].[Na+], predict the reaction product. (4) Given the reactants [Cl:1][S:2]([OH:5])(=O)=[O:3].[CH2:6]([O:8][C:9](=[O:19])[CH2:10][O:11][C:12]1[CH:17]=[CH:16][CH:15]=[CH:14][C:13]=1[CH3:18])[CH3:7], predict the reaction product. The product is: [CH2:6]([O:8][C:9](=[O:19])[CH2:10][O:11][C:12]1[CH:17]=[CH:16][C:15]([S:2]([Cl:1])(=[O:5])=[O:3])=[CH:14][C:13]=1[CH3:18])[CH3:7].